This data is from Forward reaction prediction with 1.9M reactions from USPTO patents (1976-2016). The task is: Predict the product of the given reaction. Given the reactants FC(F)(F)C([O-])=O.Br[C:9]1[CH:14]=[CH:13][C:12]([C:15]2[CH2:16][CH2:17][NH2+:18][CH2:19][CH:20]=2)=[CH:11][CH:10]=1.C([O-])([O-])=O.[Na+].[Na+].[CH3:27][N:28]1[CH:32]=[C:31](B2OC(C)(C)C(C)(C)O2)[CH:30]=[N:29]1, predict the reaction product. The product is: [CH3:27][N:28]1[CH:32]=[C:31]([C:9]2[CH:14]=[CH:13][C:12]([C:15]3[CH2:16][CH2:17][NH:18][CH2:19][CH:20]=3)=[CH:11][CH:10]=2)[CH:30]=[N:29]1.